Dataset: Full USPTO retrosynthesis dataset with 1.9M reactions from patents (1976-2016). Task: Predict the reactants needed to synthesize the given product. (1) Given the product [Cl:1][C:2]1[CH:35]=[CH:34][CH:33]=[CH:32][C:3]=1[CH2:4][O:5][CH2:6][CH2:7][N:8]([C@H:25]1[CH2:30][CH2:29][C@H:28]([CH3:31])[CH2:27][CH2:26]1)[C:9](=[O:24])[NH:36][C:37]1[S:38][C:39]([S:42][C:43]2([C:47]([OH:49])=[O:48])[CH2:44][CH2:45][CH2:46]2)=[CH:40][N:41]=1, predict the reactants needed to synthesize it. The reactants are: [Cl:1][C:2]1[CH:35]=[CH:34][CH:33]=[CH:32][C:3]=1[CH2:4][O:5][CH2:6][CH2:7][N:8]([C@H:25]1[CH2:30][CH2:29][C@H:28]([CH3:31])[CH2:27][CH2:26]1)[C:9](=[O:24])NC1SC(SCC(C)(C)C(O)=O)=CN=1.[NH2:36][C:37]1[S:38][C:39]([S:42][C:43]2([C:47]([OH:49])=[O:48])[CH2:46][CH2:45][CH2:44]2)=[CH:40][N:41]=1.C(OC(=O)C(SC1SC(N)=NC=1)(C)C)C. (2) The reactants are: Cl.[F:2][C:3]1[C:8]([F:9])=[C:7]([C:10]2[CH:11]=[N:12][NH:13][CH:14]=2)[CH:6]=[CH:5][C:4]=1[C:15]1[S:19][C:18]([N:20]2[CH2:23][C:22]3([CH2:28][CH2:27][N:26](C(OC(C)(C)C)=O)[CH2:25][CH2:24]3)[CH2:21]2)=[N:17][N:16]=1.C(Cl)[Cl:37].O. Given the product [ClH:37].[F:2][C:3]1[C:8]([F:9])=[C:7]([C:10]2[CH:14]=[N:13][NH:12][CH:11]=2)[CH:6]=[CH:5][C:4]=1[C:15]1[S:19][C:18]([N:20]2[CH2:23][C:22]3([CH2:28][CH2:27][NH:26][CH2:25][CH2:24]3)[CH2:21]2)=[N:17][N:16]=1, predict the reactants needed to synthesize it.